From a dataset of Full USPTO retrosynthesis dataset with 1.9M reactions from patents (1976-2016). Predict the reactants needed to synthesize the given product. (1) The reactants are: [NH2:1][C:2]1[CH:9]=[C:8]([N+:10]([O-:12])=[O:11])[CH:7]=[CH:6][C:3]=1[CH:4]=[O:5].CC1C=CC(S([CH2:23][N+:24]#[C-:25])(=O)=O)=CC=1.C([O-])([O-])=O.[K+].[K+].C([O-])(O)=O.[Na+]. Given the product [N+:10]([C:8]1[CH:7]=[CH:6][C:3]([C:4]2[O:5][CH:25]=[N:24][CH:23]=2)=[C:2]([CH:9]=1)[NH2:1])([O-:12])=[O:11], predict the reactants needed to synthesize it. (2) Given the product [CH:1]1[CH:2]=[CH:3][N:4]([O-:8])[C:5](=[S:7])[CH:6]=1.[CH:9]1[CH:10]=[CH:11][N:12]([O-:16])[C:13](=[S:15])[CH:14]=1.[Zn+2:17], predict the reactants needed to synthesize it. The reactants are: [CH:1]1[CH:6]=[C:5]([S-:7])[N+:4]([O-:8])=[CH:3][CH:2]=1.[CH:9]1[CH:14]=[C:13]([S-:15])[N+:12]([O-:16])=[CH:11][CH:10]=1.[Zn+2:17].CCO[Si](OCC)(OCC)OCC. (3) Given the product [Br:1][CH2:2][CH2:3][S:20][C:17]1[CH:18]=[CH:19][C:14]([N+:11]([O-:13])=[O:12])=[CH:15][CH:16]=1, predict the reactants needed to synthesize it. The reactants are: [Br:1][CH2:2][CH2:3]Br.C(=O)([O-])[O-].[K+].[K+].[N+:11]([C:14]1[CH:19]=[CH:18][C:17]([SH:20])=[CH:16][CH:15]=1)([O-:13])=[O:12].